Dataset: Catalyst prediction with 721,799 reactions and 888 catalyst types from USPTO. Task: Predict which catalyst facilitates the given reaction. (1) Reactant: Br[C:2]1[CH:12]=[CH:11][C:5]2[N:6]([CH3:10])[C:7](=[O:9])[S:8][C:4]=2[CH:3]=1.[N:13]1[CH:18]=[CH:17][CH:16]=[C:15](B(O)O)[CH:14]=1.C([O-])([O-])=O.[Na+].[Na+]. Product: [CH3:10][N:6]1[C:5]2[CH:11]=[CH:12][C:2]([C:15]3[CH:14]=[N:13][CH:18]=[CH:17][CH:16]=3)=[CH:3][C:4]=2[S:8][C:7]1=[O:9]. The catalyst class is: 104. (2) Reactant: [Al].[Pb](Br)Br.Cl.[Cl:6][C:7]1[CH:12]=[C:11]([CH:13](O)[C:14](Cl)([Cl:16])[Cl:15])[CH:10]=[CH:9][C:8]=1[OH:19]. Product: [Cl:6][C:7]1[CH:12]=[C:11]([CH:13]=[C:14]([Cl:16])[Cl:15])[CH:10]=[CH:9][C:8]=1[OH:19]. The catalyst class is: 5. (3) Reactant: [Cl:1][C:2]1[CH:3]=[CH:4][C:5]([O:24][CH2:25][C:26]([O:28][C:29]([CH3:32])([CH3:31])[CH3:30])=[O:27])=[C:6]([CH2:8][N:9]2[CH2:14][CH2:13][N:12](C(OC(C)(C)C)=O)[C@@H:11]([CH2:22][CH3:23])[CH2:10]2)[CH:7]=1.[F:33][C:34]([F:39])([F:38])[C:35]([OH:37])=[O:36].C1(C)C=CC=CC=1. Product: [F:33][C:34]([F:39])([F:38])[C:35]([OH:37])=[O:36].[Cl:1][C:2]1[CH:3]=[CH:4][C:5]([O:24][CH2:25][C:26]([O:28][C:29]([CH3:32])([CH3:31])[CH3:30])=[O:27])=[C:6]([CH2:8][N:9]2[CH2:14][CH2:13][NH:12][C@@H:11]([CH2:22][CH3:23])[CH2:10]2)[CH:7]=1. The catalyst class is: 4. (4) Reactant: [OH:1][C:2]1[C:3](=[O:33])[CH:4]=[C:5]([NH:22][CH2:23][CH2:24][CH2:25][C:26]([O:28][CH2:29][CH2:30][CH2:31][CH3:32])=[O:27])[C:6](=[O:21])[C:7]=1[CH2:8][CH2:9][CH2:10][CH2:11][CH2:12][CH2:13][CH2:14][CH2:15][CH2:16][CH2:17][CH2:18][CH2:19][CH3:20].[C:34](=O)([O-])[O-].[K+].[K+].S(OC)(OC)(=O)=O. Product: [CH3:34][O:1][C:2]1[C:3](=[O:33])[CH:4]=[C:5]([NH:22][CH2:23][CH2:24][CH2:25][C:26]([O:28][CH2:29][CH2:30][CH2:31][CH3:32])=[O:27])[C:6](=[O:21])[C:7]=1[CH2:8][CH2:9][CH2:10][CH2:11][CH2:12][CH2:13][CH2:14][CH2:15][CH2:16][CH2:17][CH2:18][CH2:19][CH3:20]. The catalyst class is: 21. (5) Reactant: [NH2:1][C@:2]12[CH2:45][CH2:44][C@@H:43]([C:46]([CH3:48])=[CH2:47])[C@@H:3]1[C@@H:4]1[C@@:17]([CH3:20])([CH2:18][CH2:19]2)[C@@:16]2([CH3:21])[C@@H:7]([C@:8]3([CH3:42])[C@@H:13]([CH2:14][CH2:15]2)[C:12]([CH3:23])([CH3:22])[C:11]([C:24]2[CH2:29][CH2:28][C@@:27]([CH2:40][F:41])([C:30]([O:32]CC4C=CC=CC=4)=[O:31])[CH2:26][CH:25]=2)=[CH:10][CH2:9]3)[CH2:6][CH2:5]1.Cl[CH2:50][CH2:51][N:52]1[CH2:58][CH:57]([CH3:59])[CH2:56][S:55](=[O:61])(=[O:60])[CH2:54][CH2:53]1.[I-].[K+].P([O-])([O-])([O-])=O.[K+].[K+].[K+].[OH-].[Na+]. Product: [F:41][CH2:40][C@@:27]1([C:30]([OH:32])=[O:31])[CH2:28][CH2:29][C:24]([C:11]2[C:12]([CH3:22])([CH3:23])[C@H:13]3[C@:8]([CH3:42])([CH2:9][CH:10]=2)[C@@H:7]2[C@:16]([CH3:21])([C@@:17]4([CH3:20])[C@H:4]([CH2:5][CH2:6]2)[C@H:3]2[C@H:43]([C:46]([CH3:48])=[CH2:47])[CH2:44][CH2:45][C@:2]2([NH:1][CH2:50][CH2:51][N:52]2[CH2:58][CH:57]([CH3:59])[CH2:56][S:55](=[O:61])(=[O:60])[CH2:54][CH2:53]2)[CH2:19][CH2:18]4)[CH2:15][CH2:14]3)=[CH:25][CH2:26]1. The catalyst class is: 880. (6) Reactant: C(N)CCC.[CH:6]([C:8]1[CH:17]=[CH:16][C:11]([C:12]([O:14][CH3:15])=[O:13])=[CH:10][CH:9]=1)=O.C1C=CC=CC=1.[N+:24]([CH2:27][CH2:28][CH2:29][CH3:30])([O-:26])=[O:25]. Product: [N+:24](/[C:27](/[CH2:28][CH2:29][CH3:30])=[CH:6]\[C:8]1[CH:17]=[CH:16][C:11]([C:12]([O:14][CH3:15])=[O:13])=[CH:10][CH:9]=1)([O-:26])=[O:25]. The catalyst class is: 86.